Regression. Given a peptide amino acid sequence and an MHC pseudo amino acid sequence, predict their binding affinity value. This is MHC class II binding data. From a dataset of Peptide-MHC class II binding affinity with 134,281 pairs from IEDB. (1) The peptide sequence is SLLWNGPMAVSMTGVK. The MHC is DRB3_0202 with pseudo-sequence DRB3_0202. The binding affinity (normalized) is 0.778. (2) The peptide sequence is KLIGGIGGFVKVRQYDQILI. The MHC is DRB1_1201 with pseudo-sequence DRB1_1201. The binding affinity (normalized) is 0.568. (3) The peptide sequence is FDREFTFGWDELLSK. The MHC is DRB1_0401 with pseudo-sequence DRB1_0401. The binding affinity (normalized) is 0.105. (4) The binding affinity (normalized) is 0. The MHC is DRB5_0101 with pseudo-sequence DRB5_0101. The peptide sequence is FPCQEWQEVDSILGF. (5) The peptide sequence is QKKPDFILATDIAEM. The MHC is DRB5_0101 with pseudo-sequence DRB5_0101. The binding affinity (normalized) is 0. (6) The peptide sequence is PALFFTFLANLNLTE. The MHC is DRB1_1302 with pseudo-sequence DRB1_1302. The binding affinity (normalized) is 0.200. (7) The peptide sequence is GGIFLFLMSGKGIGK. The MHC is DRB1_1101 with pseudo-sequence DRB1_1101. The binding affinity (normalized) is 0.854. (8) The peptide sequence is ISMGKSGLELTFTND. The MHC is DRB1_0101 with pseudo-sequence DRB1_0101. The binding affinity (normalized) is 0.499.